Dataset: Merck oncology drug combination screen with 23,052 pairs across 39 cell lines. Task: Regression. Given two drug SMILES strings and cell line genomic features, predict the synergy score measuring deviation from expected non-interaction effect. (1) Drug 1: CC(C)CC(NC(=O)C(Cc1ccccc1)NC(=O)c1cnccn1)B(O)O. Drug 2: CCc1c2c(nc3ccc(O)cc13)-c1cc3c(c(=O)n1C2)COC(=O)C3(O)CC. Cell line: SW620. Synergy scores: synergy=-1.33. (2) Drug 1: CC1CC2C3CCC4=CC(=O)C=CC4(C)C3(F)C(O)CC2(C)C1(O)C(=O)CO. Synergy scores: synergy=-2.08. Cell line: VCAP. Drug 2: O=C(NOCC(O)CO)c1ccc(F)c(F)c1Nc1ccc(I)cc1F. (3) Drug 1: C=CCn1c(=O)c2cnc(Nc3ccc(N4CCN(C)CC4)cc3)nc2n1-c1cccc(C(C)(C)O)n1. Drug 2: NC(=O)c1cccc2cn(-c3ccc(C4CCCNC4)cc3)nc12. Cell line: A2780. Synergy scores: synergy=9.07. (4) Drug 1: CN1C(=O)C=CC2(C)C3CCC4(C)C(NC(=O)OCC(F)(F)F)CCC4C3CCC12. Drug 2: COC1CC2CCC(C)C(O)(O2)C(=O)C(=O)N2CCCCC2C(=O)OC(C(C)CC2CCC(OP(C)(C)=O)C(OC)C2)CC(=O)C(C)C=C(C)C(O)C(OC)C(=O)C(C)CC(C)C=CC=CC=C1C. Cell line: NCIH460. Synergy scores: synergy=-5.05. (5) Drug 1: CN(Cc1cnc2nc(N)nc(N)c2n1)c1ccc(C(=O)NC(CCC(=O)O)C(=O)O)cc1. Drug 2: CC1(c2nc3c(C(N)=O)cccc3[nH]2)CCCN1. Cell line: EFM192B. Synergy scores: synergy=13.0. (6) Drug 1: N.N.O=C(O)C1(C(=O)O)CCC1.[Pt]. Drug 2: CS(=O)(=O)CCNCc1ccc(-c2ccc3ncnc(Nc4ccc(OCc5cccc(F)c5)c(Cl)c4)c3c2)o1. Cell line: NCIH520. Synergy scores: synergy=-6.66. (7) Drug 1: CCN(CC)CCNC(=O)c1c(C)[nH]c(C=C2C(=O)Nc3ccc(F)cc32)c1C. Drug 2: COC1CC2CCC(C)C(O)(O2)C(=O)C(=O)N2CCCCC2C(=O)OC(C(C)CC2CCC(OP(C)(C)=O)C(OC)C2)CC(=O)C(C)C=C(C)C(O)C(OC)C(=O)C(C)CC(C)C=CC=CC=C1C. Cell line: KPL1. Synergy scores: synergy=26.8.